This data is from hERG Central: cardiac toxicity at 1µM, 10µM, and general inhibition. The task is: Predict hERG channel inhibition at various concentrations. (1) The drug is Cn1nc(-c2ccccc2F)c2cc(C(=O)N3CCN(C(=O)c4ccco4)CC3)sc21. Results: hERG_inhib (hERG inhibition (general)): blocker. (2) The compound is O=C(O)CNc1ncccc1[N+](=O)[O-]. Results: hERG_inhib (hERG inhibition (general)): blocker. (3) The compound is O=C(CN1CCN(c2ccc(Cl)cc2)CC1)NCc1ccccc1. Results: hERG_inhib (hERG inhibition (general)): blocker. (4) The compound is COc1cc(/C=N/NC(=O)c2cc3ccccc3cc2O)ccc1OCCN1CCCCC1. Results: hERG_inhib (hERG inhibition (general)): blocker. (5) The drug is CCN1CCN(c2ccc(S(=O)(=O)N3CCOCC3)cc2NC(=O)/C=C/c2ccc([N+](=O)[O-])cc2)CC1. Results: hERG_inhib (hERG inhibition (general)): blocker.